Dataset: Peptide-MHC class I binding affinity with 185,985 pairs from IEDB/IMGT. Task: Regression. Given a peptide amino acid sequence and an MHC pseudo amino acid sequence, predict their binding affinity value. This is MHC class I binding data. The peptide sequence is AVYSTFLHR. The MHC is HLA-A31:01 with pseudo-sequence HLA-A31:01. The binding affinity (normalized) is 0.908.